Dataset: Full USPTO retrosynthesis dataset with 1.9M reactions from patents (1976-2016). Task: Predict the reactants needed to synthesize the given product. (1) The reactants are: Cl[C:2]1[N:10]=[CH:9][C:8]([Cl:11])=[CH:7][C:3]=1[C:4]([OH:6])=[O:5].[Cl:12][C:13]1[CH:18]=[CH:17][C:16]([CH2:19][OH:20])=[CH:15][CH:14]=1. Given the product [Cl:11][C:8]1[CH:9]=[N:10][C:2]([O:20][CH2:19][C:16]2[CH:17]=[CH:18][C:13]([Cl:12])=[CH:14][CH:15]=2)=[C:3]([CH:7]=1)[C:4]([OH:6])=[O:5], predict the reactants needed to synthesize it. (2) Given the product [P:1]([O-:5])([O-:4])([O-:3])=[O:2].[Ca+2:10].[P:1]([O-:5])([O-:4])([O-:3])=[O:2].[Ca+2:10].[Ca+2:10], predict the reactants needed to synthesize it. The reactants are: [P:1](=[O:5])([OH:4])([OH:3])[OH:2].C(=O)([O-])[O-].[Ca+2:10]. (3) Given the product [CH3:38][S:39]([O:25][C@@H:24]([CH2:26][N:12]1[CH2:13][C@@H:9]([C:4]2[CH:5]=[CH:6][C:7]([F:8])=[C:2]([F:1])[CH:3]=2)[C@H:10]([NH:14][C:15]([O:16][C:17]([CH3:18])([CH3:20])[CH3:19])=[O:21])[CH2:11]1)[C:23]([F:28])([F:27])[F:22])(=[O:41])=[O:40], predict the reactants needed to synthesize it. The reactants are: [F:1][C:2]1[CH:3]=[C:4]([C@@H:9]2[CH2:13][NH:12][CH2:11][C@H:10]2[NH:14][C:15](=[O:21])[O:16][C:17]([CH3:20])([CH3:19])[CH3:18])[CH:5]=[CH:6][C:7]=1[F:8].[F:22][C:23]([F:28])([F:27])[C@@H:24]1[CH2:26][O:25]1.CCN(C(C)C)C(C)C.[CH3:38][S:39](Cl)(=[O:41])=[O:40]. (4) Given the product [F:1][C:2]1[CH:7]=[CH:6][C:5]([NH2:8])=[CH:4][C:3]=1[C:11]#[C:12][Si:13]([CH3:14])([CH3:16])[CH3:15], predict the reactants needed to synthesize it. The reactants are: [F:1][C:2]1[CH:7]=[CH:6][C:5]([N+:8]([O-])=O)=[CH:4][C:3]=1[C:11]#[C:12][Si:13]([CH3:16])([CH3:15])[CH3:14].Cl. (5) Given the product [C:6]([CH2:7][CH2:8][P:3]([CH3:2])(=[O:5])[OH:4])([OH:10])=[O:1], predict the reactants needed to synthesize it. The reactants are: [OH2:1].[CH3:2][P:3]([OH:5])[OH:4].[CH2:6]([OH:10])[CH2:7][CH2:8]C.